This data is from Forward reaction prediction with 1.9M reactions from USPTO patents (1976-2016). The task is: Predict the product of the given reaction. (1) Given the reactants [CH3:1][NH:2][CH2:3][CH2:4][OH:5].Br[CH2:7][CH2:8][CH2:9][CH2:10][CH2:11][CH2:12][CH2:13][C:14]([NH:16][C:17]1[CH:25]=[CH:24][C:20]([C:21]([NH2:23])=[O:22])=[CH:19][CH:18]=1)=[O:15].CS(C)=O, predict the reaction product. The product is: [OH:5][CH2:4][CH2:3][N:2]([CH3:1])[CH2:7][CH2:8][CH2:9][CH2:10][CH2:11][CH2:12][CH2:13][C:14]([NH:16][C:17]1[CH:25]=[CH:24][C:20]([C:21]([NH2:23])=[O:22])=[CH:19][CH:18]=1)=[O:15]. (2) Given the reactants [CH2:1]([NH:3][C:4]1[CH:9]=[C:8]([O:10][CH3:11])[CH:7]=[CH:6][C:5]=1[C@@H:12]1[CH2:21][CH2:20][C:19]2[CH:18]=[C:17]([O:22]C(=O)C(C)(C)C)[CH:16]=[CH:15][C:14]=2[CH2:13]1)[CH3:2].C(OC(=O)[NH:35][C:36]([CH3:49])([CH3:48])[CH2:37][O:38][C:39]1[CH:44]=[CH:43][C:42]([CH:45]=O)=[CH:41][C:40]=1[F:47])(C)(C)C, predict the reaction product. The product is: [NH2:35][C:36]([CH3:49])([CH3:48])[CH2:37][O:38][C:39]1[CH:44]=[CH:43][C:42]([CH2:45][CH2:2][CH2:1][NH:3][C:4]2[CH:9]=[C:8]([O:10][CH3:11])[CH:7]=[CH:6][C:5]=2[C@@H:12]2[CH2:21][CH2:20][C:19]3[CH:18]=[C:17]([OH:22])[CH:16]=[CH:15][C:14]=3[CH2:13]2)=[CH:41][C:40]=1[F:47].